Dataset: Reaction yield outcomes from USPTO patents with 853,638 reactions. Task: Predict the reaction yield, written as a fraction of the theoretical maximum amount of product (1.0 means a 100% yield; for example, 0.34 means a 34% yield). The reactants are Cl[C:2]1[C:3]2[N:10]([CH2:11][CH3:12])[CH:9]=[CH:8][C:4]=2[N:5]=[CH:6][N:7]=1.[NH2:13][C:14]1[CH:19]=[CH:18][C:17]([OH:20])=[CH:16][C:15]=1[Cl:21].C(=O)([O-])[O-].[Cs+].[Cs+].CN1CCCC1=O. The catalyst is O. The product is [Cl:21][C:15]1[CH:16]=[C:17]([O:20][C:2]2[C:3]3[N:10]([CH2:11][CH3:12])[CH:9]=[CH:8][C:4]=3[N:5]=[CH:6][N:7]=2)[CH:18]=[CH:19][C:14]=1[NH2:13]. The yield is 0.770.